This data is from Forward reaction prediction with 1.9M reactions from USPTO patents (1976-2016). The task is: Predict the product of the given reaction. (1) Given the reactants Cl[C:2]1[N:7]=[C:6]([O:8][CH3:9])[C:5]([N+:10]([O-:12])=[O:11])=[CH:4][CH:3]=1.[NH:13]1[CH2:18][CH2:17][O:16][CH2:15][CH2:14]1.C(N(CC)CC)C, predict the reaction product. The product is: [CH3:9][O:8][C:6]1[N:7]=[C:2]([N:13]2[CH2:18][CH2:17][O:16][CH2:15][CH2:14]2)[CH:3]=[CH:4][C:5]=1[N+:10]([O-:12])=[O:11]. (2) Given the reactants Br[C:2]1[CH:3]=[C:4]2[C:9](=[CH:10][C:11]=1[O:12][CH3:13])[N:8]([C@@H:14]([CH:24]([CH3:26])[CH3:25])[CH2:15][O:16][Si:17]([C:20]([CH3:23])([CH3:22])[CH3:21])([CH3:19])[CH3:18])[CH:7]=[C:6]([C:27]([O:29][CH2:30][CH3:31])=[O:28])[C:5]2=[O:32].[F:33][C:34]1[CH:39]=[CH:38][C:37]([CH2:40][NH2:41])=[CH:36][CH:35]=1.C1C=CC(P(C2C(C3C(P(C4C=CC=CC=4)C4C=CC=CC=4)=CC=C4C=3C=CC=C4)=C3C(C=CC=C3)=CC=2)C2C=CC=CC=2)=CC=1.C([O-])([O-])=O.[Cs+].[Cs+], predict the reaction product. The product is: [Si:17]([O:16][CH2:15][C@@H:14]([N:8]1[C:9]2[C:4](=[CH:3][C:2]([NH:41][CH2:40][C:37]3[CH:38]=[CH:39][C:34]([F:33])=[CH:35][CH:36]=3)=[C:11]([O:12][CH3:13])[CH:10]=2)[C:5](=[O:32])[C:6]([C:27]([O:29][CH2:30][CH3:31])=[O:28])=[CH:7]1)[CH:24]([CH3:25])[CH3:26])([C:20]([CH3:23])([CH3:22])[CH3:21])([CH3:18])[CH3:19]. (3) Given the reactants [CH3:1][C:2]1[NH:6][N:5]=[C:4]([C:7]([OH:9])=O)[N:3]=1.CCN=C=NCCCN(C)C.Cl.C1C=CC2N(O)N=NC=2C=1.[C:32]([C:36]1[CH:45]=[CH:44][C:39]([C:40](=[NH:43])[NH:41]O)=[CH:38][CH:37]=1)([CH3:35])([CH3:34])[CH3:33], predict the reaction product. The product is: [C:32]([C:36]1[CH:45]=[CH:44][C:39]([C:40]2[N:41]=[C:7]([C:4]3[N:3]=[C:2]([CH3:1])[NH:6][N:5]=3)[O:9][N:43]=2)=[CH:38][CH:37]=1)([CH3:35])([CH3:33])[CH3:34]. (4) Given the reactants Br[CH:2]1[C:7](=O)[CH2:6][CH2:5][CH:4]([C:9]([O:11][CH2:12][CH3:13])=[O:10])[CH2:3]1.[CH3:14][C:15]1[NH:16][CH:17]=[C:18]([C:20](=[S:22])[NH2:21])[N:19]=1, predict the reaction product. The product is: [CH3:14][C:15]1[NH:16][CH:17]=[C:18]([C:20]2[S:22][C:2]3[CH2:3][CH:4]([C:9]([O:11][CH2:12][CH3:13])=[O:10])[CH2:5][CH2:6][C:7]=3[N:21]=2)[N:19]=1. (5) Given the reactants [CH:1]1[CH:6]=[CH:5][C:4]([S:7]([N-:10]Cl)(=[O:9])=[O:8])=[CH:3][CH:2]=1.[Na+].II.[Br:15][C:16]1[CH:23]=[CH:22][C:19]([CH:20]=[CH2:21])=[CH:18][CH:17]=1.ClCCl, predict the reaction product. The product is: [C:4]1([S:7]([N:10]2[CH2:21][CH:20]2[C:19]2[CH:22]=[CH:23][C:16]([Br:15])=[CH:17][CH:18]=2)(=[O:9])=[O:8])[CH:5]=[CH:6][CH:1]=[CH:2][CH:3]=1. (6) Given the reactants ClC(Cl)(O[C:5](=O)[O:6][C:7](Cl)(Cl)Cl)Cl.[F:13][C:14]1C(OC)=[CH:18][C:17]([O:22][CH3:23])=[C:16]([F:24])[C:15]=1[NH:25][CH2:26][C:27]1[CH:32]=[N:31][C:30]2[NH:33][CH:34]=[CH:35][C:29]=2[C:28]=1[NH:36][CH3:37].C(N(CC)CC)C.[OH-].[Na+].[NH4+].[Cl-].[O:49]1CCC[CH2:50]1, predict the reaction product. The product is: [F:24][C:16]1[C:17]([O:22][CH3:23])=[CH:18][C:5]([O:6][CH3:7])=[C:14]([F:13])[C:15]=1[N:25]1[CH2:26][C:27]2[CH:32]=[N:31][C:30]3[NH:33][CH:34]=[CH:35][C:29]=3[C:28]=2[N:36]([CH3:37])[C:50]1=[O:49]. (7) Given the reactants [C:1]([O:9][C@H:10]1[C@H:15]([CH2:16][CH:17]=[CH2:18])[O:14][C@@H:13]([CH:19]=[O:20])[C@H:12]2[O:21][C:22]3([O:28][C@@H:11]12)[CH2:27][CH2:26][CH2:25][CH2:24][CH2:23]3)(=[O:8])[C:2]1[CH:7]=[CH:6][CH:5]=[CH:4][CH:3]=1.Br[CH:30]=[CH:31][Si:32]([CH3:35])([CH3:34])[CH3:33].CS(C)=O.C(Br)=C, predict the reaction product. The product is: [C:1]([O:9][C@H:10]1[C@H:15]([CH2:16][CH:17]=[CH2:18])[O:14][C@@H:13]([C@@H:19]([OH:20])/[CH:30]=[CH:31]/[Si:32]([CH3:35])([CH3:34])[CH3:33])[C@H:12]2[O:21][C:22]3([O:28][C@@H:11]12)[CH2:27][CH2:26][CH2:25][CH2:24][CH2:23]3)(=[O:8])[C:2]1[CH:3]=[CH:4][CH:5]=[CH:6][CH:7]=1. (8) Given the reactants [NH2:1][C:2]1[CH:9]=[CH:8][CH:7]=[C:6]([O:10][CH2:11][CH:12]2[CH2:15][CH2:14][CH2:13]2)[C:3]=1[C:4]#[N:5].O=[C:17]([CH3:24])[CH2:18][C:19]([O:21][CH2:22][CH3:23])=[O:20], predict the reaction product. The product is: [CH2:22]([O:21][C:19]([C:18]1[C:17]([CH3:24])=[N:1][C:2]2[C:3]([C:4]=1[NH2:5])=[C:6]([O:10][CH2:11][CH:12]1[CH2:15][CH2:14][CH2:13]1)[CH:7]=[CH:8][CH:9]=2)=[O:20])[CH3:23].